Dataset: Reaction yield outcomes from USPTO patents with 853,638 reactions. Task: Predict the reaction yield, written as a fraction of the theoretical maximum amount of product (1.0 means a 100% yield; for example, 0.34 means a 34% yield). (1) The reactants are C(OC(N1CCC[C@H]1C[NH:14][C:15]([C:17]1[C:26]2[CH2:25][C:24]([CH3:28])([CH3:27])[CH2:23][NH:22][C:21](=[O:29])[C:20]=2[S:19][C:18]=1[NH:30][C:31]1[CH:36]=[CH:35][C:34]([I:37])=[CH:33][C:32]=1F)=O)=O)(C)(C)C.C(=O)([O-])[O-].[Cs+].[Cs+].[ClH:45]. The catalyst is CN(C=O)C. The product is [Cl:45][C:32]1[CH:33]=[C:34]([I:37])[CH:35]=[CH:36][C:31]=1[NH:30][C:18]1[S:19][C:20]2[C:21](=[O:29])[NH:22][CH2:23][C:24]([CH3:28])([CH3:27])[CH2:25][C:26]=2[C:17]=1[C:15]#[N:14]. The yield is 0.380. (2) The reactants are C([CH:3]([C:9]1[CH:14]=[C:13]([C:15]2[CH:16]=[C:17]3[C:23]([C:24]4[CH:29]=[CH:28][CH:27]=[CH:26][C:25]=4[O:30][CH3:31])=[CH:22][N:21]([S:32]([C:35]4[CH:40]=[CH:39][C:38]([CH3:41])=[CH:37][CH:36]=4)(=[O:34])=[O:33])[C:18]3=[N:19][CH:20]=2)[N:12]=[CH:11][N:10]=1)[C:4]([N:6]([CH3:8])[CH3:7])=[O:5])#N.C(OO)(=[O:44])C.S(=O)(O)[O-].[Na+].C(=O)(O)[O-].[Na+]. The catalyst is O1CCCC1.O. The product is [CH3:31][O:30][C:25]1[CH:26]=[CH:27][CH:28]=[CH:29][C:24]=1[C:23]1[C:17]2[C:18](=[N:19][CH:20]=[C:15]([C:13]3[N:12]=[CH:11][N:10]=[C:9]([C:3](=[O:44])[C:4]([N:6]([CH3:8])[CH3:7])=[O:5])[CH:14]=3)[CH:16]=2)[N:21]([S:32]([C:35]2[CH:36]=[CH:37][C:38]([CH3:41])=[CH:39][CH:40]=2)(=[O:34])=[O:33])[CH:22]=1. The yield is 0.890. (3) The reactants are [CH3:1][N:2]([CH2:4][C:5]1([C:11]2[CH:16]=[CH:15][C:14]([OH:17])=[CH:13][CH:12]=2)[CH2:10][CH2:9][O:8][CH2:7][CH2:6]1)[CH3:3].Cl.[CH:19]([N:32]1[CH2:35][CH:34]([CH2:36]Cl)[CH2:33]1)([C:26]1[CH:31]=[CH:30][CH:29]=[CH:28][CH:27]=1)[C:20]1[CH:25]=[CH:24][CH:23]=[CH:22][CH:21]=1.CN(C)C=O.C(=O)([O-])[O-].[K+].[K+]. The catalyst is C(OCC)(=O)C. The product is [CH:19]([N:32]1[CH2:35][CH:34]([CH2:36][O:17][C:14]2[CH:15]=[CH:16][C:11]([C:5]3([CH2:4][N:2]([CH3:1])[CH3:3])[CH2:6][CH2:7][O:8][CH2:9][CH2:10]3)=[CH:12][CH:13]=2)[CH2:33]1)([C:26]1[CH:27]=[CH:28][CH:29]=[CH:30][CH:31]=1)[C:20]1[CH:21]=[CH:22][CH:23]=[CH:24][CH:25]=1. The yield is 0.810.